The task is: Predict the reactants needed to synthesize the given product.. This data is from Full USPTO retrosynthesis dataset with 1.9M reactions from patents (1976-2016). (1) Given the product [CH3:13][N:12]([CH3:14])[C:4]1[N:3]=[C:2]([NH:29][C:19]2[CH:20]=[CH:21][C:22]([N:23]3[CH:27]=[C:26]([CH3:28])[N:25]=[CH:24]3)=[C:17]([O:16][CH3:15])[CH:18]=2)[N:7]=[C:6]([C:8]([OH:11])([CH3:10])[CH3:9])[CH:5]=1, predict the reactants needed to synthesize it. The reactants are: Cl[C:2]1[N:7]=[C:6]([C:8]([OH:11])([CH3:10])[CH3:9])[CH:5]=[C:4]([N:12]([CH3:14])[CH3:13])[N:3]=1.[CH3:15][O:16][C:17]1[CH:18]=[C:19]([NH2:29])[CH:20]=[CH:21][C:22]=1[N:23]1[CH:27]=[C:26]([CH3:28])[N:25]=[CH:24]1. (2) Given the product [CH3:34][N:33]([CH3:35])[CH2:32][CH2:31][O:30][C:27]1[N:26]=[CH:25][C:24]([S:23][C:11]2[C:12]([C:14]([NH:16][C:17]3[CH:21]=[CH:20][N:19]([CH3:22])[N:18]=3)=[O:15])=[N:13][C:8]([S:42][C:38]3[N:37]([CH3:36])[CH:41]=[N:40][N:39]=3)=[CH:9][CH:10]=2)=[CH:29][CH:28]=1, predict the reactants needed to synthesize it. The reactants are: CC(N(C)C)=O.Cl[C:8]1[N:13]=[C:12]([C:14]([NH:16][C:17]2[CH:21]=[CH:20][N:19]([CH3:22])[N:18]=2)=[O:15])[C:11]([S:23][C:24]2[CH:25]=[N:26][C:27]([O:30][CH2:31][CH2:32][N:33]([CH3:35])[CH3:34])=[CH:28][CH:29]=2)=[CH:10][CH:9]=1.[CH3:36][N:37]1[CH:41]=[N:40][N:39]=[C:38]1[SH:42].N12CCCN=C1CCCCC2.